From a dataset of Reaction yield outcomes from USPTO patents with 853,638 reactions. Predict the reaction yield, written as a fraction of the theoretical maximum amount of product (1.0 means a 100% yield; for example, 0.34 means a 34% yield). (1) The reactants are [F:1][C:2]1[CH:7]=[C:6]([F:8])[CH:5]=[CH:4][C:3]=1[N:9]1[C:13]([C:14]2[S:23][C:22]3[C:21]4[N:24]=[C:25]([C:28]5[CH:29]=[N:30][C:31](F)=[CH:32][CH:33]=5)[CH:26]=[CH:27][C:20]=4[O:19][CH2:18][CH2:17][C:16]=3[CH:15]=2)=[N:12][CH:11]=[N:10]1.[CH3:35][CH2:36][N:37]([CH:41](C)C)[CH:38](C)C.C[N:45]1C(=O)CCC1. No catalyst specified. The product is [F:1][C:2]1[CH:7]=[C:6]([F:8])[CH:5]=[CH:4][C:3]=1[N:9]1[C:13]([C:14]2[S:23][C:22]3[C:21]4[N:24]=[C:25]([C:28]5[CH:33]=[CH:32][C:31]([NH:45][CH2:35][CH2:36][N:37]([CH3:41])[CH3:38])=[N:30][CH:29]=5)[CH:26]=[CH:27][C:20]=4[O:19][CH2:18][CH2:17][C:16]=3[CH:15]=2)=[N:12][CH:11]=[N:10]1. The yield is 0.130. (2) The reactants are N([O-])=O.[Na+].[N:5]1[CH:10]=[CH:9][C:8]([CH:11]=[CH:12][C:13]2[CH:18]=[CH:17][C:16]([NH2:19])=[CH:15][CH:14]=2)=[CH:7][CH:6]=1.[N-:20]=[N+:21]=[N-].[Na+].C(=O)(O)[O-].[Na+]. The catalyst is O.Cl. The product is [N:19]([C:16]1[CH:15]=[CH:14][C:13]([CH:12]=[CH:11][C:8]2[CH:9]=[CH:10][N:5]=[CH:6][CH:7]=2)=[CH:18][CH:17]=1)=[N+:20]=[N-:21]. The yield is 0.830. (3) The reactants are [CH2:1]([O:3][C:4]1[C:9]([NH2:10])=[CH:8][CH:7]=[CH:6][N:5]=1)[CH3:2].[C:11](Cl)(Cl)=[O:12]. The catalyst is CCOC(C)=O. The product is [CH2:1]([O:3][C:4]1[C:9]([N:10]=[C:11]=[O:12])=[CH:8][CH:7]=[CH:6][N:5]=1)[CH3:2]. The yield is 0.980. (4) The reactants are C(N(CC)CC)C.[F:8][C:9]([F:15])([F:14])/[C:10](/Br)=[N:11]/[OH:12].[CH2:16]([OH:19])[C:17]#[CH:18]. The catalyst is C1(C)C=CC=CC=1. The product is [F:8][C:9]([F:15])([F:14])[C:10]1[CH:18]=[C:17]([CH2:16][OH:19])[O:12][N:11]=1. The yield is 0.470. (5) The reactants are C[Si]([C:5]#[C:6][C:7]1[C:8]([NH2:14])=[N:9][C:10]([NH2:13])=[CH:11][CH:12]=1)(C)C.[F-].C([N+](CCCC)(CCCC)CCCC)CCC.O. The catalyst is O1CCCC1. The product is [C:6]([C:7]1[C:8]([NH2:14])=[N:9][C:10]([NH2:13])=[CH:11][CH:12]=1)#[CH:5]. The yield is 0.738. (6) The reactants are I[C:2]1[N:6]2[CH:7]=[C:8]([C:13]3[CH:18]=[CH:17][C:16]([C:19]([F:22])([F:21])[F:20])=[CH:15][CH:14]=3)[CH:9]=[C:10]([C:11]#[N:12])[C:5]2=[N:4][CH:3]=1.C[Si]([C:27]#[CH:28])(C)C. No catalyst specified. The product is [C:27]([C:2]1[N:6]2[CH:7]=[C:8]([C:13]3[CH:18]=[CH:17][C:16]([C:19]([F:22])([F:21])[F:20])=[CH:15][CH:14]=3)[CH:9]=[C:10]([C:11]#[N:12])[C:5]2=[N:4][CH:3]=1)#[CH:28]. The yield is 0.820. (7) The reactants are Cl.[NH:2]([C:4]1[CH:5]=[C:6]([CH:10]=[CH:11][C:12]=1[CH3:13])[C:7]([OH:9])=[O:8])[NH2:3].[CH2:14]([O:16][C:17](=[O:26])[C:18]([C:24]#[N:25])=[C:19]=COCC)[CH3:15].C(N(CC)CC)C. The catalyst is C(O)C. The product is [CH2:14]([O:16][C:17]([C:18]1[CH:19]=[N:3][N:2]([C:4]2[CH:5]=[C:6]([C:7]([OH:9])=[O:8])[CH:10]=[CH:11][C:12]=2[CH3:13])[C:24]=1[NH2:25])=[O:26])[CH3:15]. The yield is 0.680.